Predict which catalyst facilitates the given reaction. From a dataset of Catalyst prediction with 721,799 reactions and 888 catalyst types from USPTO. (1) Reactant: [CH2:1]([C:3]1[CH:8]=[CH:7][CH:6]=[C:5]([CH2:9][CH3:10])[C:4]=1[C:11]1[N:16]=[C:15]([N:17]2[CH2:26][CH2:25][C:20]3(OCC[O:21]3)[CH2:19][CH2:18]2)[C:14]([CH2:27][N:28]([CH3:39])[C@@H:29]2[C:38]3[C:33](=[CH:34][CH:35]=[CH:36][CH:37]=3)[CH2:32][CH2:31][CH2:30]2)=[C:13]([CH3:40])[N:12]=1)[CH3:2].Cl.[OH-].[Na+]. Product: [CH2:1]([C:3]1[CH:8]=[CH:7][CH:6]=[C:5]([CH2:9][CH3:10])[C:4]=1[C:11]1[N:16]=[C:15]([N:17]2[CH2:26][CH2:25][C:20](=[O:21])[CH2:19][CH2:18]2)[C:14]([CH2:27][N:28]([CH3:39])[C@@H:29]2[C:38]3[C:33](=[CH:34][CH:35]=[CH:36][CH:37]=3)[CH2:32][CH2:31][CH2:30]2)=[C:13]([CH3:40])[N:12]=1)[CH3:2]. The catalyst class is: 25. (2) Reactant: [Si]([O:8][CH2:9][C@@H:10]([NH:20][S@](C(C)(C)C)=O)[C:11]1[C:12]([O:18][CH3:19])=[N:13][CH:14]=[C:15]([F:17])[CH:16]=1)(C(C)(C)C)(C)C.[ClH:27].O1CCOCC1. Product: [ClH:27].[ClH:27].[NH2:20][C@@H:10]([C:11]1[C:12]([O:18][CH3:19])=[N:13][CH:14]=[C:15]([F:17])[CH:16]=1)[CH2:9][OH:8]. The catalyst class is: 5. (3) The catalyst class is: 68. Product: [C:15]([C:9]1[O:8][C:7]2[C:6]([Cl:10])=[CH:5][C:4]([F:11])=[C:3]([N:12]3[C:17](=[O:18])[CH:16]=[C:15]([C:19]([F:22])([F:21])[F:20])[CH:14]=[N:13]3)[C:2]=2[N:1]=1)([CH3:19])([CH3:16])[CH3:14]. Reactant: [NH2:1][C:2]1[C:7]([O:8][CH3:9])=[C:6]([Cl:10])[CH:5]=[C:4]([F:11])[C:3]=1[N:12]1[C:17](=[O:18])[CH:16]=[C:15]([C:19]([F:22])([F:21])[F:20])[CH:14]=[N:13]1.[B-](Br)(Br)(Br)[S+](C)C.O. (4) Reactant: Cl[C:2]1[N:3]=[CH:4][C:5]2[N:11]([CH2:12][CH3:13])[C:10](=[O:14])[C:9]([F:16])([F:15])[CH2:8][N:7]([CH:17]3[CH2:21][CH2:20][CH2:19][CH2:18]3)[C:6]=2[N:22]=1.[NH2:23][C:24]1[CH:32]=[CH:31][C:27]([C:28]([OH:30])=[O:29])=[CH:26][C:25]=1[O:33][CH3:34].Cl. Product: [CH:17]1([N:7]2[CH2:8][C:9]([F:16])([F:15])[C:10](=[O:14])[N:11]([CH2:12][CH3:13])[C:5]3[CH:4]=[N:3][C:2]([NH:23][C:24]4[CH:32]=[CH:31][C:27]([C:28]([OH:30])=[O:29])=[CH:26][C:25]=4[O:33][CH3:34])=[N:22][C:6]2=3)[CH2:21][CH2:20][CH2:19][CH2:18]1. The catalyst class is: 8. (5) Reactant: [H-].[Al+3].[Li+].[H-].[H-].[H-].[N:7]1[N:11]2[CH2:12][CH2:13][CH2:14][NH:15][C:10]2=[C:9]([CH2:16][CH2:17][C:18]([NH2:20])=O)[CH:8]=1.[F-].[K+].O. Product: [N:7]1[N:11]2[CH2:12][CH2:13][CH2:14][NH:15][C:10]2=[C:9]([CH2:16][CH2:17][CH2:18][NH2:20])[CH:8]=1. The catalyst class is: 7. (6) Reactant: [CH2:1]([N:8]1[CH:12]=[C:11]([C@@H:13]2[N:18](C(OC(C)(C)C)=O)[CH2:17][CH2:16][N:15]3[C:26](=[O:29])[CH2:27][CH2:28][C@@H:14]23)[C:10]([CH3:30])=[N:9]1)[C:2]1[CH:7]=[CH:6][CH:5]=[CH:4][CH:3]=1.Cl.CO. Product: [CH2:1]([N:8]1[CH:12]=[C:11]([C@@H:13]2[NH:18][CH2:17][CH2:16][N:15]3[C:26](=[O:29])[CH2:27][CH2:28][C@@H:14]23)[C:10]([CH3:30])=[N:9]1)[C:2]1[CH:7]=[CH:6][CH:5]=[CH:4][CH:3]=1. The catalyst class is: 5. (7) Reactant: [F:1][C:2]([F:7])([F:6])[C:3]([OH:5])=[O:4].[NH2:8][C@@H:9]1[CH2:14][CH2:13][C@H:12]([N:15]2[CH2:19][CH2:18][CH:17]([C:20]3[NH:24][C:23]4[C:25]([C:29]([F:32])([F:31])[F:30])=[CH:26][CH:27]=[CH:28][C:22]=4[N:21]=3)[C:16]2=[O:33])[C@H:11]([CH2:34][S:35]([C:38]2[CH:43]=[CH:42][CH:41]=[CH:40][CH:39]=2)(=[O:37])=[O:36])[CH2:10]1.[CH3:44][C:45]([CH3:47])=O.C(O)(=O)C.C(O[BH-](OC(=O)C)OC(=O)C)(=O)C.[Na+]. Product: [F:1][C:2]([F:7])([F:6])[C:3]([OH:5])=[O:4].[CH:45]([NH:8][C@@H:9]1[CH2:14][CH2:13][C@H:12]([N:15]2[CH2:19][CH2:18][CH:17]([C:20]3[NH:24][C:23]4[C:25]([C:29]([F:30])([F:31])[F:32])=[CH:26][CH:27]=[CH:28][C:22]=4[N:21]=3)[C:16]2=[O:33])[C@H:11]([CH2:34][S:35]([C:38]2[CH:39]=[CH:40][CH:41]=[CH:42][CH:43]=2)(=[O:36])=[O:37])[CH2:10]1)([CH3:47])[CH3:44]. The catalyst class is: 839.